Dataset: Reaction yield outcomes from USPTO patents with 853,638 reactions. Task: Predict the reaction yield, written as a fraction of the theoretical maximum amount of product (1.0 means a 100% yield; for example, 0.34 means a 34% yield). The reactants are [OH:1][NH:2][C:3]([C:5]1[C:10]([O:11][CH3:12])=[CH:9][CH:8]=[CH:7][N:6]=1)=[NH:4].[CH3:13][O:14][C:15]1[CH:23]=[C:19]([C:20](O)=O)[C:18]([OH:24])=[CH:17][CH:16]=1. No catalyst specified. The product is [CH3:13][O:14][C:15]1[CH:16]=[CH:17][C:18]([OH:24])=[C:19]([C:20]2[O:1][N:2]=[C:3]([C:5]3[C:10]([O:11][CH3:12])=[CH:9][CH:8]=[CH:7][N:6]=3)[N:4]=2)[CH:23]=1. The yield is 0.170.